From a dataset of Catalyst prediction with 721,799 reactions and 888 catalyst types from USPTO. Predict which catalyst facilitates the given reaction. (1) Reactant: FC(F)(F)C(O)=O.[CH2:8]([C:10]1[C:18]2[C:13](=[CH:14][CH:15]=[CH:16][CH:17]=2)[N:12]([C:19]2[N:23]=[C:22]([CH:24]3[CH2:29][CH2:28][NH:27][CH2:26][CH2:25]3)[O:21][N:20]=2)[N:11]=1)[CH3:9].I[CH2:31][CH2:32][CH:33]1[CH2:38][CH2:37][N:36]([C:39]([O:41][C:42]([CH3:45])([CH3:44])[CH3:43])=[O:40])[CH2:35][CH2:34]1.C(=O)([O-])[O-].[K+].[K+].O. Product: [CH2:8]([C:10]1[C:18]2[C:13](=[CH:14][CH:15]=[CH:16][CH:17]=2)[N:12]([C:19]2[N:23]=[C:22]([CH:24]3[CH2:29][CH2:28][N:27]([CH2:31][CH2:32][CH:33]4[CH2:34][CH2:35][N:36]([C:39]([O:41][C:42]([CH3:43])([CH3:45])[CH3:44])=[O:40])[CH2:37][CH2:38]4)[CH2:26][CH2:25]3)[O:21][N:20]=2)[N:11]=1)[CH3:9]. The catalyst class is: 9. (2) Reactant: [C:1]([C:3]1[S:7][C:6]([NH:8][C:9]([C:11]23[CH2:20][CH:15]4[CH2:16][CH:17]([CH2:19][CH:13]([CH2:14]4)[CH2:12]2)[CH2:18]3)=[O:10])=[N:5][CH:4]=1)#[N:2].CC(C)([O-])C.[K+].[CH3:27][O:28][CH2:29][CH2:30]Br. Product: [C:1]([C:3]1[S:7]/[C:6](=[N:8]\[C:9]([C:11]23[CH2:20][CH:15]4[CH2:16][CH:17]([CH2:19][CH:13]([CH2:14]4)[CH2:12]2)[CH2:18]3)=[O:10])/[N:5]([CH2:30][CH2:29][O:28][CH3:27])[CH:4]=1)#[N:2]. The catalyst class is: 348.